This data is from Forward reaction prediction with 1.9M reactions from USPTO patents (1976-2016). The task is: Predict the product of the given reaction. Given the reactants [CH:1]1([C:4]2[C:5]([C:15]([OH:17])=O)=[CH:6][CH:7]=[C:8]3[C:13]=2[N:12]=[C:11]([CH3:14])[CH:10]=[CH:9]3)[CH2:3][CH2:2]1.[CH3:18][C:19]([NH2:22])([CH3:21])[CH3:20].CN(C(ON1N=NC2C=CC=NC1=2)=[N+](C)C)C.F[P-](F)(F)(F)(F)F, predict the reaction product. The product is: [C:19]([NH:22][C:15]([C:5]1[C:4]([CH:1]2[CH2:2][CH2:3]2)=[C:13]2[C:8]([CH:9]=[CH:10][C:11]([CH3:14])=[N:12]2)=[CH:7][CH:6]=1)=[O:17])([CH3:21])([CH3:20])[CH3:18].